From a dataset of Forward reaction prediction with 1.9M reactions from USPTO patents (1976-2016). Predict the product of the given reaction. (1) Given the reactants C(OC(NC1C(=O)N2C(CC(O[Si](C(C)(C)C)(C)C)C2)C(=O)NC2(C(O)=O)C(C2)C=CCCCCC1)=O)(C)(C)C.[C:41]([O:45][C:46](=[O:86])[NH:47][CH:48]1[C:66](=[O:67])[N:65]2[CH:61]([CH2:62][CH:63]([O:68][Si:69]([C:72]([CH3:75])([CH3:74])[CH3:73])([CH3:71])[CH3:70])[CH2:64]2)[C:60](=[O:76])[NH:59][C:58]2([C:77]([NH:79][S:80]([CH:83]3[CH2:85][CH2:84]3)(=[O:82])=[O:81])=[O:78])[CH:56]([CH2:57]2)[CH:55]=[CH:54][CH2:53][CH2:52][CH2:51][CH2:50][CH2:49]1)([CH3:44])([CH3:43])[CH3:42].C1N=CN(C(N2C=NC=C2)=O)C=1, predict the reaction product. The product is: [C:41]([O:45][C:46](=[O:86])[NH:47][CH:48]1[C:66](=[O:67])[N:65]2[CH:61]([CH2:62][CH:63]([O:68][Si:69]([C:72]([CH3:75])([CH3:74])[CH3:73])([CH3:71])[CH3:70])[CH2:64]2)[C:60](=[O:76])[NH:59][C:58]2([C:77]([NH:79][S:80]([CH:83]3[CH2:84][CH2:85]3)(=[O:82])=[O:81])=[O:78])[CH:56]([CH2:57]2)[CH:55]=[CH:54][CH2:53][CH2:52][CH2:51][CH2:50][CH2:49]1)([CH3:42])([CH3:43])[CH3:44]. (2) Given the reactants C[O:2][C:3]1[CH:4]=[C:5]([CH:27]=[CH:28][CH:29]=1)[CH2:6][C:7]1[C:11]2[C:12](=[O:26])[N:13]([C:20]3[CH:25]=[CH:24][CH:23]=[CH:22][CH:21]=3)[C:14]3[N:15]=[CH:16][CH:17]=[CH:18][C:19]=3[C:10]=2[NH:9][N:8]=1.Br.O, predict the reaction product. The product is: [OH:2][C:3]1[CH:4]=[C:5]([CH:27]=[CH:28][CH:29]=1)[CH2:6][C:7]1[C:11]2[C:12](=[O:26])[N:13]([C:20]3[CH:25]=[CH:24][CH:23]=[CH:22][CH:21]=3)[C:14]3[N:15]=[CH:16][CH:17]=[CH:18][C:19]=3[C:10]=2[NH:9][N:8]=1. (3) Given the reactants C[O:2][C:3](=[O:34])[CH2:4][CH2:5][CH2:6][CH2:7][CH2:8][NH:9][C:10]1[C:11]2[C:18]([C:19]3[CH:24]=[CH:23][C:22]([O:25][CH3:26])=[CH:21][CH:20]=3)=[C:17]([C:27]3[CH:32]=[CH:31][CH:30]=[CH:29][C:28]=3[Cl:33])[O:16][C:12]=2[N:13]=[CH:14][N:15]=1.[OH-].[Na+].Cl.C(OCC)(=O)C, predict the reaction product. The product is: [Cl:33][C:28]1[CH:29]=[CH:30][CH:31]=[CH:32][C:27]=1[C:17]1[O:16][C:12]2[N:13]=[CH:14][N:15]=[C:10]([NH:9][CH2:8][CH2:7][CH2:6][CH2:5][CH2:4][C:3]([OH:34])=[O:2])[C:11]=2[C:18]=1[C:19]1[CH:24]=[CH:23][C:22]([O:25][CH3:26])=[CH:21][CH:20]=1. (4) Given the reactants [NH:1]([C:8]([N:10]1[CH2:15][CH2:14][N:13]([C:16]2[C:26]([C:27]#[N:28])=[CH:25][C:19]([C:20]([O:22][CH2:23][CH3:24])=[O:21])=[C:18]([C:29]([F:32])([F:31])[F:30])[N:17]=2)[CH2:12][CH:11]1[CH2:33][CH2:34][C:35]([O:37]C(C)(C)C)=[O:36])=[O:9])[C:2]1[CH:7]=[CH:6][CH:5]=[CH:4][CH:3]=1.FC(F)(F)C(O)=O, predict the reaction product. The product is: [NH:1]([C:8]([N:10]1[CH2:15][CH2:14][N:13]([C:16]2[C:26]([C:27]#[N:28])=[CH:25][C:19]([C:20]([O:22][CH2:23][CH3:24])=[O:21])=[C:18]([C:29]([F:32])([F:31])[F:30])[N:17]=2)[CH2:12][CH:11]1[CH2:33][CH2:34][C:35]([OH:37])=[O:36])=[O:9])[C:2]1[CH:3]=[CH:4][CH:5]=[CH:6][CH:7]=1. (5) Given the reactants [F:1][C:2]([F:18])([F:17])[C:3]1[CH:16]=[CH:15][C:6]([O:7][C:8]2[CH:13]=[CH:12][C:11]([NH2:14])=[CH:10][CH:9]=2)=[CH:5][CH:4]=1.N1C=CC=CC=1.[CH3:25][S:26](Cl)(=[O:28])=[O:27].Cl, predict the reaction product. The product is: [F:1][C:2]([F:17])([F:18])[C:3]1[CH:16]=[CH:15][C:6]([O:7][C:8]2[CH:9]=[CH:10][C:11]([NH:14][S:26]([CH3:25])(=[O:28])=[O:27])=[CH:12][CH:13]=2)=[CH:5][CH:4]=1. (6) Given the reactants [C:1](Cl)(=[O:5])[CH:2]([CH3:4])[CH3:3].[CH3:7][NH:8][C:9]1[CH:10]=[N:11][N:12]([C:14]2[CH:15]=[N:16][CH:17]=[CH:18][CH:19]=2)[CH:13]=1, predict the reaction product. The product is: [CH3:7][N:8]([C:9]1[CH:10]=[N:11][N:12]([C:14]2[CH:15]=[N:16][CH:17]=[CH:18][CH:19]=2)[CH:13]=1)[C:1](=[O:5])[CH:2]([CH3:4])[CH3:3]. (7) The product is: [C:35]1([C:2]2[CH:7]=[CH:6][CH:5]=[CH:4][CH:3]=2)[CH:34]=[CH:33][C:32]([CH2:31][N:21]([CH2:20][CH2:19][CH2:18][N:8]([CH2:1][C:2]2[CH:7]=[CH:6][C:5]([C:40]3[CH:45]=[CH:44][CH:43]=[CH:42][CH:41]=3)=[CH:4][CH:3]=2)[C:9]([O:10][CH2:11][C:12]2[S:16][CH:15]=[N:14][CH:13]=2)=[O:17])[C:22](=[O:23])[O:24][CH2:25][C:26]2[S:30][CH:29]=[N:28][CH:27]=2)=[CH:37][CH:36]=1. Given the reactants [CH2:1]([N:8]([CH2:18][CH2:19][CH2:20][N:21]([CH2:31][C:32]1[CH:37]=[CH:36][CH:35]=[CH:34][CH:33]=1)[C:22]([O:24][CH2:25][C:26]1[S:30][CH:29]=[N:28][CH:27]=1)=[O:23])[C:9](=[O:17])[O:10][CH2:11][C:12]1[S:16][CH:15]=[N:14][CH:13]=1)[C:2]1[CH:7]=[CH:6][CH:5]=[CH:4][CH:3]=1.[H-].[Na+].[C:40]1([C:40]2[CH:45]=[CH:44][C:43](CBr)=[CH:42][CH:41]=2)[CH:45]=[CH:44][CH:43]=[CH:42][CH:41]=1, predict the reaction product.